Dataset: Forward reaction prediction with 1.9M reactions from USPTO patents (1976-2016). Task: Predict the product of the given reaction. (1) The product is: [NH2:41][C:38]1[N:39]=[CH:40][C:35]([C:2]2[N:11]=[C:10]([NH:12][CH2:13][CH:14]([C:21]3[CH:26]=[CH:25][CH:24]=[CH:23][CH:22]=3)[C:15]3[CH:16]=[N:17][CH:18]=[CH:19][CH:20]=3)[C:9]3[C:4](=[CH:5][CH:6]=[CH:7][CH:8]=3)[N:3]=2)=[CH:36][N:37]=1. Given the reactants Cl[C:2]1[N:11]=[C:10]([NH:12][CH2:13][CH:14]([C:21]2[CH:26]=[CH:25][CH:24]=[CH:23][CH:22]=2)[C:15]2[CH:16]=[N:17][CH:18]=[CH:19][CH:20]=2)[C:9]2[C:4](=[CH:5][CH:6]=[CH:7][CH:8]=2)[N:3]=1.CC1(C)C(C)(C)OB([C:35]2[CH:36]=[N:37][C:38]([NH2:41])=[N:39][CH:40]=2)O1.N1C=CN2C=C(C3N=C(NCC(C4C=CC=CC=4)C4NC=CC=4)C4C(=CC=CC=4)N=3)C=CC=12, predict the reaction product. (2) The product is: [CH2:17]([N:21]1[C:25]2[CH:26]=[C:27]([C:2]3[N:6]4[CH2:7][CH2:8][CH2:9][C:5]4=[N:4][C:3]=3[C:10]3[CH:15]=[CH:14][C:13]([F:16])=[CH:12][CH:11]=3)[CH:28]=[CH:29][C:24]=2[N:23]=[C:22]1[NH2:33])[CH:18]([CH3:20])[CH3:19]. Given the reactants Br[C:2]1[N:6]2[CH2:7][CH2:8][CH2:9][C:5]2=[N:4][C:3]=1[C:10]1[CH:15]=[CH:14][C:13]([F:16])=[CH:12][CH:11]=1.[CH2:17]([N:21]1[C:25]2[CH:26]=[C:27](B(O)O)[CH:28]=[CH:29][C:24]=2[N:23]=[C:22]1[NH2:33])[CH:18]([CH3:20])[CH3:19].C(=O)([O-])[O-].[Na+].[Na+], predict the reaction product. (3) Given the reactants N[C@H](C1C(C2C=CC3N(C(=O)NN=3)C=2C)=CC=C(C#CC2(O)CCOCC2)N=1)CC1C=C(F)C=C(F)C=1.C(OC(=O)[NH:44][C@H:45]([C:55]1[C:60]([C:61]2[CH:62]=[CH:63][C:64]([Cl:72])=[C:65]3[C:69]=2[N:68]([CH3:70])[N:67]=[C:66]3[OH:71])=[CH:59][CH:58]=[C:57]([C:73]#[C:74][C:75]2([OH:81])[CH2:80][CH2:79][O:78][CH2:77][CH2:76]2)[N:56]=1)[CH2:46][C:47]1[CH:52]=[C:51]([F:53])[CH:50]=[C:49]([F:54])[CH:48]=1)(C)(C)C, predict the reaction product. The product is: [NH2:44][C@H:45]([C:55]1[C:60]([C:61]2[CH:62]=[CH:63][C:64]([Cl:72])=[C:65]3[C:69]=2[N:68]([CH3:70])[N:67]=[C:66]3[OH:71])=[CH:59][CH:58]=[C:57]([C:73]#[C:74][C:75]2([OH:81])[CH2:76][CH2:77][O:78][CH2:79][CH2:80]2)[N:56]=1)[CH2:46][C:47]1[CH:52]=[C:51]([F:53])[CH:50]=[C:49]([F:54])[CH:48]=1. (4) Given the reactants [CH2:1]([O:3][C:4](=[O:26])[CH2:5][C:6]1[CH:7]=[C:8]([C:14]2[CH:19]=[CH:18][C:17]([C:20]([F:23])([F:22])[F:21])=[CH:16][C:15]=2[CH:24]=[O:25])[C:9]([O:12][CH3:13])=[CH:10][CH:11]=1)[CH3:2].[BH4-].[Na+], predict the reaction product. The product is: [CH2:1]([O:3][C:4](=[O:26])[CH2:5][C:6]1[CH:7]=[C:8]([C:14]2[CH:19]=[CH:18][C:17]([C:20]([F:23])([F:21])[F:22])=[CH:16][C:15]=2[CH2:24][OH:25])[C:9]([O:12][CH3:13])=[CH:10][CH:11]=1)[CH3:2]. (5) Given the reactants [CH3:1][O:2][C:3](=[O:26])[CH2:4][CH2:5][CH2:6]/[CH:7]=[CH:8]\[CH2:9][N:10]1[C@@H:14]([CH2:15][O:16][C:17](=[O:24])[NH:18][CH2:19][CH2:20][CH2:21][CH2:22][CH3:23])[CH2:13][CH2:12][C:11]1=[O:25], predict the reaction product. The product is: [CH3:1][O:2][C:3](=[O:26])[CH2:4][CH2:5][CH2:6][CH2:7][CH2:8][CH2:9][N:10]1[C@@H:14]([CH2:15][O:16][C:17](=[O:24])[NH:18][CH2:19][CH2:20][CH2:21][CH2:22][CH3:23])[CH2:13][CH2:12][C:11]1=[O:25]. (6) Given the reactants [ClH:1].[NH2:2][C:3]1[C:4]2[C:5]3[C:6](=[N:18][N:19]([CH2:21][C:22]4[C:27]([Cl:28])=[C:26]([O:29][CH3:30])[C:25]([CH3:31])=[CH:24][N:23]=4)[N:20]=2)[CH:7]=[C:8]([CH2:13][C:14]([NH:16][CH3:17])=[O:15])[C:9]=3[CH2:10][S:11][N:12]=1, predict the reaction product. The product is: [ClH:28].[ClH:1].[NH2:2][C:3]1[C:4]2[C:5]3[C:6](=[N:18][N:19]([CH2:21][C:22]4[C:27]([Cl:28])=[C:26]([O:29][CH3:30])[C:25]([CH3:31])=[CH:24][N:23]=4)[N:20]=2)[CH:7]=[C:8]([CH2:13][C:14]([NH:16][CH3:17])=[O:15])[C:9]=3[CH2:10][S:11][N:12]=1. (7) Given the reactants [CH3:1][O:2][C:3](=[O:12])[C:4]1[C:9]([CH3:10])=[CH:8][CH:7]=[N:6][C:5]=1Cl.[C:13]([Cu])#[N:14], predict the reaction product. The product is: [CH3:1][O:2][C:3](=[O:12])[C:4]1[C:9]([CH3:10])=[CH:8][CH:7]=[N:6][C:5]=1[C:13]#[N:14]. (8) Given the reactants [C:1]([O:5][C:6](=[O:33])NC(CC1C=C(F)C=C(F)C=1)C(O)CNC1(C2C=CC=C(C#C)C=2)CC1)([CH3:4])([CH3:3])[CH3:2].Cl.CO.O1CCO[CH2:39][CH2:38]1, predict the reaction product. The product is: [C:6]([C:38]#[CH:39])([O:5][C:1]([CH3:2])([CH3:3])[CH3:4])=[O:33]. (9) Given the reactants C(OC([N:11]1[CH2:16][CH2:15][N:14]([CH2:17][CH2:18][C:19]2[CH:28]=[CH:27][C:22]3[O:23][CH2:24][CH2:25][O:26][C:21]=3[CH:20]=2)[CH2:13][CH2:12]1)=O)C1C=CC=CC=1, predict the reaction product. The product is: [O:23]1[C:22]2[CH:27]=[CH:28][C:19]([CH2:18][CH2:17][N:14]3[CH2:15][CH2:16][NH:11][CH2:12][CH2:13]3)=[CH:20][C:21]=2[O:26][CH2:25][CH2:24]1.